Dataset: Reaction yield outcomes from USPTO patents with 853,638 reactions. Task: Predict the reaction yield, written as a fraction of the theoretical maximum amount of product (1.0 means a 100% yield; for example, 0.34 means a 34% yield). (1) The reactants are [CH2:1]([NH:3][CH2:4][CH3:5])[CH3:2].[Cl:6]([O-:10])(=[O:9])(=[O:8])=[O:7].[CH3:11][N:12]([C+:14]([N:16]([CH3:18])[CH3:17])Cl)[CH3:13]. The catalyst is O. The product is [Cl:6]([O-:10])(=[O:9])(=[O:8])=[O:7].[CH3:11][N:12]([CH3:13])[C:14]([N:16]([CH3:18])[CH3:17])=[N+:3]([CH2:4][CH3:5])[CH2:1][CH3:2]. The yield is 0.896. (2) The product is [CH2:24]([C:9]1([C:13]([C:15]2[CH:16]=[C:17]3[C:21](=[CH:22][CH:23]=2)[NH:20][CH:19]=[CH:18]3)=[O:14])[CH2:10][CH2:11][CH2:12][NH:8]1)[C:25]1[CH:30]=[CH:29][CH:28]=[CH:27][CH:26]=1. The catalyst is Cl.CO. The reactants are C(OC([N:8]1[CH2:12][CH2:11][CH2:10][C:9]1([CH2:24][C:25]1[CH:30]=[CH:29][CH:28]=[CH:27][CH:26]=1)[C:13]([C:15]1[CH:16]=[C:17]2[C:21](=[CH:22][CH:23]=1)[NH:20][CH:19]=[CH:18]2)=[O:14])=O)(C)(C)C.[OH-].[Na+]. The yield is 0.620. (3) The yield is 0.260. No catalyst specified. The reactants are Br[CH2:2][C:3]1[CH:8]=[CH:7][C:6]([O:9][C:10]([F:13])([F:12])[F:11])=[CH:5][CH:4]=1.[F:14][C:15]1[CH:36]=[CH:35][C:18]([CH2:19][NH:20][C:21]([C:23]2[S:27][C:26]([N:28]3[CH2:32][CH2:31][CH2:30][C:29]3=[O:33])=[N:25][C:24]=2[CH3:34])=[O:22])=[CH:17][CH:16]=1. The product is [F:14][C:15]1[CH:36]=[CH:35][C:18]([CH2:19][NH:20][C:21]([C:23]2[S:27][C:26]([N:28]3[CH2:32][CH2:31][CH:30]([CH2:2][C:3]4[CH:8]=[CH:7][C:6]([O:9][C:10]([F:13])([F:12])[F:11])=[CH:5][CH:4]=4)[C:29]3=[O:33])=[N:25][C:24]=2[CH3:34])=[O:22])=[CH:17][CH:16]=1. (4) The reactants are Br[C:2]1[CH:14]=[CH:13][C:12]2[C:11]3[C:6](=[CH:7][C:8]([Br:15])=[CH:9][CH:10]=3)[C:5]([F:17])([F:16])[C:4]=2[CH:3]=1.C([Sn](CCCC)(CCCC)[C:23]([O:25]CC)=[CH2:24])CCC.C1C(=O)N(Br)C(=O)C1.[N:44]1([C:52]([O:54][C:55]([CH3:58])([CH3:57])[CH3:56])=[O:53])[CH2:51][CH2:50][CH2:49][C@H:45]1[C:46]([OH:48])=[O:47].CCN(C(C)C)C(C)C. The catalyst is O1CCOCC1.C(OCC)(=O)C.CC#N.CN(C=O)C.C1C=CC(P(C2C=CC=CC=2)[C-]2C=CC=C2)=CC=1.C1C=CC(P(C2C=CC=CC=2)[C-]2C=CC=C2)=CC=1.Cl[Pd]Cl.[Fe+2].C1C=CC([P]([Pd]([P](C2C=CC=CC=2)(C2C=CC=CC=2)C2C=CC=CC=2)([P](C2C=CC=CC=2)(C2C=CC=CC=2)C2C=CC=CC=2)[P](C2C=CC=CC=2)(C2C=CC=CC=2)C2C=CC=CC=2)(C2C=CC=CC=2)C2C=CC=CC=2)=CC=1.O. The product is [C:55]([O:54][C:52]([N:44]1[CH2:51][CH2:50][CH2:49][CH:45]1[C:46]([O:48][CH2:24][C:23]([C:2]1[CH:14]=[CH:13][C:12]2[C:11]3[C:6](=[CH:7][C:8]([Br:15])=[CH:9][CH:10]=3)[C:5]([F:17])([F:16])[C:4]=2[CH:3]=1)=[O:25])=[O:47])=[O:53])([CH3:58])([CH3:57])[CH3:56]. The yield is 0.340. (5) The reactants are [CH:1]#[C:2][CH2:3][CH2:4][CH2:5][CH2:6][C:7]#[CH:8].[C:9]([C:11]([O:13][CH2:14][CH3:15])=[O:12])#[N:10]. No catalyst specified. The product is [CH:8]1[C:7]2[CH2:6][CH2:5][CH2:4][CH2:3][C:2]=2[CH:1]=[C:9]([C:11]([O:13][CH2:14][CH3:15])=[O:12])[N:10]=1. The yield is 0.210.